This data is from Forward reaction prediction with 1.9M reactions from USPTO patents (1976-2016). The task is: Predict the product of the given reaction. (1) Given the reactants [C:9](O[C:9]([O:11][C:12]([CH3:15])([CH3:14])[CH3:13])=[O:10])([O:11][C:12]([CH3:15])([CH3:14])[CH3:13])=[O:10].C(N(CC)CC)C.Cl.[NH2:24][C@@H:25]([CH2:30][C:31]1[CH:36]=[CH:35][CH:34]=[CH:33][CH:32]=1)[C:26](=[O:29])[CH2:27][Cl:28], predict the reaction product. The product is: [C:12]([O:11][C:9]([NH:24][C@@H:25]([CH2:30][C:31]1[CH:36]=[CH:35][CH:34]=[CH:33][CH:32]=1)[C:26](=[O:29])[CH2:27][Cl:28])=[O:10])([CH3:13])([CH3:14])[CH3:15]. (2) Given the reactants [CH3:1][P:2](=[O:7])([CH:5]=[CH2:6])[CH:3]=[CH2:4].[CH2:8]([NH2:15])[C:9]1[CH:14]=[CH:13][CH:12]=[CH:11][CH:10]=1, predict the reaction product. The product is: [CH2:8]([N:15]1[CH2:6][CH2:5][P:2](=[O:7])([CH3:1])[CH2:3][CH2:4]1)[C:9]1[CH:14]=[CH:13][CH:12]=[CH:11][CH:10]=1. (3) Given the reactants CC(C[AlH]CC(C)C)C.[F:10][C:11]1[CH:32]=[CH:31][CH:30]=[C:29]([F:33])[C:12]=1[CH2:13][N:14]1[C:19]([CH3:20])=[C:18]([C:21](OCC)=[O:22])[C:17](=[O:26])[C:16]([Br:27])=[C:15]1[CH3:28], predict the reaction product. The product is: [F:10][C:11]1[CH:32]=[CH:31][CH:30]=[C:29]([F:33])[C:12]=1[CH2:13][N:14]1[C:19]([CH3:20])=[C:18]([CH:21]=[O:22])[C:17](=[O:26])[C:16]([Br:27])=[C:15]1[CH3:28]. (4) Given the reactants [OH:1][C:2]1[CH:3]=[C:4]([CH:7]=[CH:8][CH:9]=1)[CH:5]=[O:6].C(=O)([O-])[O-].[K+].[K+].CS(O[C@@H:21]([CH3:31])[CH2:22][O:23][CH2:24][C:25]1[CH:30]=[CH:29][CH:28]=[CH:27][CH:26]=1)(=O)=O, predict the reaction product. The product is: [CH2:24]([O:23][CH2:22][C@H:21]([O:1][C:2]1[CH:3]=[C:4]([CH:7]=[CH:8][CH:9]=1)[CH:5]=[O:6])[CH3:31])[C:25]1[CH:30]=[CH:29][CH:28]=[CH:27][CH:26]=1. (5) Given the reactants [CH:1]([O:3][C@H:4]([C@@H:6]1[C@:14]2([CH3:15])[C@H:9]([C@@H:10]([OH:16])[CH2:11][CH2:12][CH2:13]2)[CH2:8][CH2:7]1)[CH3:5])=[O:2], predict the reaction product. The product is: [CH:1]([O:3][C@H:4]([C@@H:6]1[C@:14]2([CH3:15])[C@H:9]([C:10](=[O:16])[CH2:11][CH2:12][CH2:13]2)[CH2:8][CH2:7]1)[CH3:5])=[O:2]. (6) Given the reactants [N:1]1([C:8]([C:10]2[CH:11]=[N:12][C:13](Cl)=[C:14]([O:16][CH3:17])[CH:15]=2)=[O:9])[CH2:7][CH2:6][CH2:5][CH2:4][CH2:3][CH2:2]1.[Cl:19][C:20]1[CH:26]=[CH:25][C:23]([NH2:24])=[CH:22][CH:21]=1.C([O-])([O-])=O.[K+].[K+].C1C=CC(P(C2C(C3C(P(C4C=CC=CC=4)C4C=CC=CC=4)=CC=C4C=3C=CC=C4)=C3C(C=CC=C3)=CC=2)C2C=CC=CC=2)=CC=1, predict the reaction product. The product is: [N:1]1([C:8]([C:10]2[CH:11]=[N:12][C:13]([NH:24][C:23]3[CH:25]=[CH:26][C:20]([Cl:19])=[CH:21][CH:22]=3)=[C:14]([O:16][CH3:17])[CH:15]=2)=[O:9])[CH2:7][CH2:6][CH2:5][CH2:4][CH2:3][CH2:2]1.